From a dataset of Reaction yield outcomes from USPTO patents with 853,638 reactions. Predict the reaction yield, written as a fraction of the theoretical maximum amount of product (1.0 means a 100% yield; for example, 0.34 means a 34% yield). (1) The reactants are [CH3:1][O:2][C:3](=[O:28])[C:4]1[CH:9]=[CH:8][C:7](/[CH:10]=[CH:11]/[C:12](=[O:26])[C:13]2[C:14]([NH:19][C:20]3[CH:25]=[CH:24][CH:23]=[CH:22][CH:21]=3)=[N:15][CH:16]=[CH:17][CH:18]=2)=[C:6]([F:27])[CH:5]=1.[H][H]. The product is [CH3:1][O:2][C:3](=[O:28])[C:4]1[CH:9]=[CH:8][C:7]([CH2:10][CH2:11][C:12](=[O:26])[C:13]2[C:14]([NH:19][C:20]3[CH:25]=[CH:24][CH:23]=[CH:22][CH:21]=3)=[N:15][CH:16]=[CH:17][CH:18]=2)=[C:6]([F:27])[CH:5]=1. The catalyst is CO.C(OCC)(=O)C.[Pt](=O)=O. The yield is 0.962. (2) The reactants are [NH2:1][C:2]1[CH:10]=[CH:9][C:8]([CH3:11])=[CH:7][C:3]=1[C:4]([OH:6])=[O:5].Cl[C:13](OCC)=[O:14]. The catalyst is C(Cl)(=O)C. The product is [CH3:11][C:8]1[CH:7]=[C:3]2[C:4]([O:6][C:13](=[O:14])[NH:1][C:2]2=[CH:10][CH:9]=1)=[O:5]. The yield is 0.800. (3) The reactants are [F:1][CH:2]([F:14])[C:3]1[NH:7][C:6]2[CH:8]=[CH:9][CH:10]=[C:11]([O:12][CH3:13])[C:5]=2[N:4]=1.[Cl:15][C:16]1[N:21]=[C:20](Cl)[N:19]=[C:18]([N:23]2[CH2:28][CH2:27][N:26]([C:29]([O:31][C:32]([CH3:35])([CH3:34])[CH3:33])=[O:30])[CH2:25][CH2:24]2)[N:17]=1.C([O-])([O-])=O.[K+].[K+].O. The yield is 0.860. The product is [Cl:15][C:16]1[N:21]=[C:20]([N:7]2[C:6]3[CH:8]=[CH:9][CH:10]=[C:11]([O:12][CH3:13])[C:5]=3[N:4]=[C:3]2[CH:2]([F:1])[F:14])[N:19]=[C:18]([N:23]2[CH2:24][CH2:25][N:26]([C:29]([O:31][C:32]([CH3:35])([CH3:34])[CH3:33])=[O:30])[CH2:27][CH2:28]2)[N:17]=1. The catalyst is CN(C=O)C. (4) The reactants are Br[C:2]1[CH:7]=[CH:6][CH:5]=[CH:4][C:3]=1Br.[CH3:9][O:10][C:11]1[CH:16]=[CH:15][C:14](B(O)O)=[CH:13][CH:12]=1.[C:20]1(P([C:20]2[CH:25]=[CH:24][CH:23]=[CH:22][CH:21]=2)[C:20]2[CH:25]=[CH:24][CH:23]=[CH:22][CH:21]=2)[CH:25]=[CH:24][CH:23]=[CH:22][CH:21]=1.[C:39](=O)([O-])[O-:40].[K+].[K+]. The catalyst is O.C(COC)OC. The product is [CH3:39][O:40][C:2]1[CH:7]=[CH:6][C:5]([C:14]2[C:13]([C:20]3[CH:25]=[CH:24][CH:23]=[CH:22][CH:21]=3)=[CH:12][C:11]([O:10][CH3:9])=[CH:16][CH:15]=2)=[CH:4][CH:3]=1. The yield is 0.800. (5) The reactants are [Br:1][C:2]1[CH:15]=[CH:14][C:13]2[C:12]([C:17]3[CH:22]=[CH:21][CH:20]=[CH:19][CH:18]=3)(O)[C:11]3[C:6](=[CH:7][CH:8]=[CH:9][CH:10]=3)[C:5]([C:24]3[CH:29]=[CH:28][CH:27]=[CH:26][CH:25]=3)(O)[C:4]=2[CH:3]=1.[I-].[K+].O.[PH2](=O)[O-].[Na+].[PH2](=O)O. The catalyst is C(O)(=O)C. The product is [Br:1][C:2]1[CH:15]=[CH:14][C:13]2[C:4](=[C:5]([C:24]3[CH:29]=[CH:28][CH:27]=[CH:26][CH:25]=3)[C:6]3[C:11]([C:12]=2[C:17]2[CH:22]=[CH:21][CH:20]=[CH:19][CH:18]=2)=[CH:10][CH:9]=[CH:8][CH:7]=3)[CH:3]=1. The yield is 0.740. (6) The reactants are [C:1]12[C:7](=[CH:8][CH:9]=[CH:10][CH:11]=1)[NH:6]C(=O)O[C:2]2=[O:3].[CH3:13][NH2:14].O1CCCC1. The catalyst is O. The product is [NH2:6][C:7]1[CH:8]=[CH:9][CH:10]=[CH:11][C:1]=1[C:2]([NH:14][CH3:13])=[O:3]. The yield is 0.920.